Dataset: Reaction yield outcomes from USPTO patents with 853,638 reactions. Task: Predict the reaction yield, written as a fraction of the theoretical maximum amount of product (1.0 means a 100% yield; for example, 0.34 means a 34% yield). (1) The reactants are N1CC[O:4]CC1.[Li]CCCC.CCCCCC.Br[C:19]1[C:26]([O:27][CH3:28])=[CH:25][C:24]([O:29][CH3:30])=[CH:23][C:20]=1[CH:21]=[O:22].[N+](C1C=CC=CC=1O)([O-])=O.Cl. The catalyst is C1COCC1. The product is [OH:4][C:19]1[C:26]([O:27][CH3:28])=[CH:25][C:24]([O:29][CH3:30])=[CH:23][C:20]=1[CH:21]=[O:22]. The yield is 0.550. (2) The reactants are C[O:2][C:3]1[CH:4]=[C:5]2[C:10](=[CH:11][CH:12]=1)[C@@H:9]([CH2:13][CH2:14][Br:15])[NH:8][CH2:7][CH2:6]2.[F:16][C:17]([F:22])([F:21])[C:18]([NH2:20])=[O:19].B(Br)(Br)Br.C(=O)([O-])O.[Na+]. The catalyst is ClCCl. The product is [OH:2][C:3]1[CH:4]=[C:5]2[C:10](=[CH:11][CH:12]=1)[C@@H:9]([CH2:13][CH2:14][Br:15])[NH:8][CH2:7][CH2:6]2.[F:16][C:17]([F:22])([F:21])[C:18]([NH2:20])=[O:19]. The yield is 0.750. (3) The catalyst is C(Cl)(Cl)Cl. The product is [NH2:11][C:9]1[S:10][C:4]2[CH:3]=[C:2]([I:1])[CH:7]=[CH:6][C:5]=2[N:8]=1. The yield is 0.730. The reactants are [I:1][C:2]1[CH:7]=[CH:6][C:5]([NH:8][C:9]([NH2:11])=[S:10])=[CH:4][CH:3]=1.BrBr.